Dataset: Catalyst prediction with 721,799 reactions and 888 catalyst types from USPTO. Task: Predict which catalyst facilitates the given reaction. (1) The catalyst class is: 391. Product: [F:1][C:2]1[C:3]([C:19]2[CH:24]=[C:23]([F:25])[CH:22]=[CH:21][C:20]=2[O:26][CH3:27])=[C:4]2[CH:10]=[C:9]([C:11]3[CH2:12][CH:13]4[CH2:17][N:16]([CH2:29][C:30]([O:32][C:33]([CH3:36])([CH3:35])[CH3:34])=[O:31])[CH2:15][CH:14]4[CH:18]=3)[NH:8][C:5]2=[N:6][CH:7]=1. Reactant: [F:1][C:2]1[C:3]([C:19]2[CH:24]=[C:23]([F:25])[CH:22]=[CH:21][C:20]=2[O:26][CH3:27])=[C:4]2[CH:10]=[C:9]([C:11]3[CH2:12][CH:13]4[CH2:17][NH:16][CH2:15][CH:14]4[CH:18]=3)[NH:8][C:5]2=[N:6][CH:7]=1.Br[CH2:29][C:30]([O:32][C:33]([CH3:36])([CH3:35])[CH3:34])=[O:31].C(N(CC)CC)C.O. (2) Reactant: N[C:2]1[S:3][C:4](N)=[C:5]([C:17]#[N:18])[CH:6]([C:10]2[CH:15]=[CH:14][C:13]([Cl:16])=[CH:12][CH:11]=2)[C:7]=1[C:8]#[N:9].[C:20]1(N2CCOCC2)[CH2:25]CCC[CH:21]=1.Cl. Product: [SH:3][C:2]1[C:7]([C:8]#[N:9])=[C:6]([C:10]2[CH:11]=[CH:12][C:13]([Cl:16])=[CH:14][CH:15]=2)[C:5]2[CH2:4][CH2:25][CH2:20][CH2:21][C:17]=2[N:18]=1. The catalyst class is: 8. (3) Reactant: [N+:1]([C:4]1[CH:5]=[CH:6][CH:7]=[C:8]2[C:13]=1[N:12]=[CH:11][CH:10]=[C:9]2[O:14][C:15]1[CH:20]=[CH:19][C:18]([NH:21][C:22]([NH:24][C:25]2[CH:30]=[CH:29][C:28]([Cl:31])=[C:27]([C:32]([F:35])([F:34])[F:33])[CH:26]=2)=[O:23])=[CH:17][CH:16]=1)([O-])=O.[Sn](Cl)Cl. Product: [NH2:1][C:4]1[CH:5]=[CH:6][CH:7]=[C:8]2[C:13]=1[N:12]=[CH:11][CH:10]=[C:9]2[O:14][C:15]1[CH:16]=[CH:17][C:18]([NH:21][C:22]([NH:24][C:25]2[CH:30]=[CH:29][C:28]([Cl:31])=[C:27]([C:32]([F:35])([F:34])[F:33])[CH:26]=2)=[O:23])=[CH:19][CH:20]=1. The catalyst class is: 8. (4) Reactant: [C:1]([CH2:3][C:4]([O:6][CH2:7][CH3:8])=[O:5])#[N:2].[CH:9](OCC)(OCC)[O:10][CH2:11][CH3:12]. Product: [C:1]([C:3](=[CH:9][O:10][CH2:11][CH3:12])[C:4]([O:6][CH2:7][CH3:8])=[O:5])#[N:2]. The catalyst class is: 152. (5) Reactant: [CH2:1]([O:8][C:9]1[CH:14]=[CH:13][N:12]=[CH:11][C:10]=1[NH2:15])[C:2]1[CH:7]=[CH:6][CH:5]=[CH:4][CH:3]=1.C(N(CC)CC)C.[CH3:23][S:24](Cl)(=[O:26])=[O:25]. Product: [CH2:1]([O:8][C:9]1[CH:14]=[CH:13][N:12]=[CH:11][C:10]=1[NH:15][S:24]([CH3:23])(=[O:26])=[O:25])[C:2]1[CH:3]=[CH:4][CH:5]=[CH:6][CH:7]=1. The catalyst class is: 4. (6) Reactant: [CH:1]([O:4][C:5]1[CH:9]=[C:8]([C:10]([O:12][CH3:13])=[O:11])[NH:7][N:6]=1)([CH3:3])[CH3:2].[CH2:14](Br)[C:15]1[CH:20]=[CH:19][CH:18]=[CH:17][CH:16]=1.C(=O)([O-])[O-].[K+].[K+].CN(C)C=O. Product: [CH2:14]([N:7]1[C:8]([C:10]([O:12][CH3:13])=[O:11])=[CH:9][C:5]([O:4][CH:1]([CH3:3])[CH3:2])=[N:6]1)[C:15]1[CH:20]=[CH:19][CH:18]=[CH:17][CH:16]=1. The catalyst class is: 6. (7) The catalyst class is: 1. Product: [O:33]1[CH2:34][C@H:32]1[CH2:31][N:5]1[C:1](=[O:11])[C:2]2[C:3](=[CH:7][CH:8]=[CH:9][CH:10]=2)[C:4]1=[O:6]. Reactant: [C:1]1(=[O:11])[NH:5][C:4](=[O:6])[C:3]2=[CH:7][CH:8]=[CH:9][CH:10]=[C:2]12.C1C=CC(P(C2C=CC=CC=2)C2C=CC=CC=2)=CC=1.[CH3:31][CH2:32][O:33][C:34](/N=N/[C:34]([O:33][CH2:32][CH3:31])=O)=O.C1O[C@@H]1CO.